Task: Predict the reactants needed to synthesize the given product.. Dataset: Full USPTO retrosynthesis dataset with 1.9M reactions from patents (1976-2016) (1) Given the product [CH3:16][O:17][C:18]([C:20]1[C:21]2([C:22]([O:24][CH3:25])=[O:23])[N:45]([CH2:46][CH2:47][C:48]3[C:56]4[C:51](=[CH:52][CH:53]=[CH:54][CH:55]=4)[NH:50][C:49]=32)[CH:7]=[C:6]([C:5](=[O:15])[C:4]2[CH:3]=[C:2]([Cl:1])[C:11]([CH3:12])=[CH:10][C:9]=2[OH:8])[CH:13]=1)=[O:19], predict the reactants needed to synthesize it. The reactants are: [Cl:1][C:2]1[CH:3]=[C:4]2[C:9](=[CH:10][C:11]=1[CH3:12])[O:8][CH:7]=[C:6]([CH:13]=O)[C:5]2=[O:15].[CH3:16][O:17][C:18]([C:20]#[C:21][C:22]([O:24][CH3:25])=[O:23])=[O:19].C1(P(C2C=CC=CC=2)C2C=CC=CC=2)C=CC=CC=1.[NH2:45][CH2:46][CH2:47][C:48]1[C:56]2[C:51](=[CH:52][CH:53]=[CH:54][CH:55]=2)[NH:50][CH:49]=1. (2) Given the product [F:1][C:2]1[CH:7]=[CH:6][C:5]([O:8][C:9](=[O:25])[N:10]([C@H:11]2[C@H:15]([C:16]3[CH:21]=[CH:20][C:19]([F:22])=[CH:18][CH:17]=3)[CH2:14][N:13]([C:73]([CH:70]3[CH2:69][CH2:68][N:67]([C:64]4[CH:63]=[CH:62][C:61]([C:59]#[N:60])=[CH:66][N:65]=4)[CH2:72][CH2:71]3)=[O:74])[CH2:12]2)[CH2:23][CH3:24])=[CH:4][CH:3]=1, predict the reactants needed to synthesize it. The reactants are: [F:1][C:2]1[CH:7]=[CH:6][C:5]([O:8][C:9](=[O:25])[N:10]([CH2:23][CH3:24])[C@H:11]2[C@H:15]([C:16]3[CH:21]=[CH:20][C:19]([F:22])=[CH:18][CH:17]=3)[CH2:14][NH:13][CH2:12]2)=[CH:4][CH:3]=1.CN(C(ON1N=NC2C=CC=NC1=2)=[N+](C)C)C.F[P-](F)(F)(F)(F)F.CCN(C(C)C)C(C)C.[C:59]([C:61]1[CH:62]=[CH:63][C:64]([N:67]2[CH2:72][CH2:71][CH:70]([C:73](O)=[O:74])[CH2:69][CH2:68]2)=[N:65][CH:66]=1)#[N:60]. (3) Given the product [CH3:32][C:33]([OH:34])([CH3:36])[CH2:35][N:2]1[CH:3]=[C:4]([C:6]2[N:11]=[C:10]3[N:12]([CH2:15][C:16]4[CH:17]=[C:18]5[C:23](=[CH:24][CH:25]=4)[N:22]=[CH:21][CH:20]=[CH:19]5)[N:13]=[N:14][C:9]3=[N:8][CH:7]=2)[CH:5]=[N:1]1, predict the reactants needed to synthesize it. The reactants are: [NH:1]1[CH:5]=[C:4]([C:6]2[N:11]=[C:10]3[N:12]([CH2:15][C:16]4[CH:17]=[C:18]5[C:23](=[CH:24][CH:25]=4)[N:22]=[CH:21][CH:20]=[CH:19]5)[N:13]=[N:14][C:9]3=[N:8][CH:7]=2)[CH:3]=[N:2]1.C([O-])([O-])=O.[Cs+].[Cs+].[CH3:32][C:33]1([CH3:36])[CH2:35][O:34]1.